This data is from Catalyst prediction with 721,799 reactions and 888 catalyst types from USPTO. The task is: Predict which catalyst facilitates the given reaction. (1) Reactant: [Br:1][C:2]1[CH:3]=[CH:4][C:5]([O:15][CH2:16][C:17]2[CH:22]=[CH:21][CH:20]=[CH:19][CH:18]=2)=[C:6]([C:8](=O)[CH2:9][CH2:10][C:11](=O)[CH3:12])[CH:7]=1.[CH2:23]([O:25][C:26](=[O:34])[C:27]1[CH:32]=[CH:31][CH:30]=[C:29]([NH2:33])[CH:28]=1)[CH3:24].CC1C=CC(S(O)(=O)=O)=CC=1. Product: [CH2:23]([O:25][C:26](=[O:34])[C:27]1[CH:32]=[CH:31][CH:30]=[C:29]([N:33]2[C:11]([CH3:12])=[CH:10][CH:9]=[C:8]2[C:6]2[CH:7]=[C:2]([Br:1])[CH:3]=[CH:4][C:5]=2[O:15][CH2:16][C:17]2[CH:22]=[CH:21][CH:20]=[CH:19][CH:18]=2)[CH:28]=1)[CH3:24]. The catalyst class is: 260. (2) Reactant: [CH3:1][C:2]([C:25]1[CH:30]=[CH:29][CH:28]=[CH:27][CH:26]=1)([CH3:24])[C:3](=[O:23])/[CH:4]=[CH:5]/[C@H:6]1[CH2:10][CH2:9][C:8](=[O:11])[N:7]1[CH2:12][CH2:13][CH2:14][CH2:15][CH2:16][CH2:17][C:18]([O:20][CH2:21][CH3:22])=[O:19].CO.[BH4-].[Na+].Cl. Product: [OH:23][CH:3]([C:2]([CH3:24])([C:25]1[CH:26]=[CH:27][CH:28]=[CH:29][CH:30]=1)[CH3:1])/[CH:4]=[CH:5]/[C@H:6]1[CH2:10][CH2:9][C:8](=[O:11])[N:7]1[CH2:12][CH2:13][CH2:14][CH2:15][CH2:16][CH2:17][C:18]([O:20][CH2:21][CH3:22])=[O:19]. The catalyst class is: 6. (3) Reactant: C([O:4][C:5]1[CH:10]=[CH:9][C:8]([C@H:11]2[C@H:16]([O:17][Si:18]([CH:25]([CH3:27])[CH3:26])([CH:22]([CH3:24])[CH3:23])[CH:19]([CH3:21])[CH3:20])[CH2:15][N:14]([C:28]([O:30][CH2:31][C:32]3[CH:37]=[CH:36][CH:35]=[CH:34][CH:33]=3)=[O:29])[CH2:13][C@@H:12]2[O:38][CH2:39][C:40]2[CH:41]=[CH:42][C:43]3[O:48][CH2:47][C:46](=[O:49])[N:45]([CH2:50][CH2:51][CH2:52][O:53][CH3:54])[C:44]=3[CH:55]=2)=[CH:7][CH:6]=1)C=C.C(=O)([O-])[O-].[K+].[K+]. Product: [OH:4][C:5]1[CH:6]=[CH:7][C:8]([C@H:11]2[C@H:16]([O:17][Si:18]([CH:25]([CH3:27])[CH3:26])([CH:19]([CH3:20])[CH3:21])[CH:22]([CH3:24])[CH3:23])[CH2:15][N:14]([C:28]([O:30][CH2:31][C:32]3[CH:37]=[CH:36][CH:35]=[CH:34][CH:33]=3)=[O:29])[CH2:13][C@@H:12]2[O:38][CH2:39][C:40]2[CH:41]=[CH:42][C:43]3[O:48][CH2:47][C:46](=[O:49])[N:45]([CH2:50][CH2:51][CH2:52][O:53][CH3:54])[C:44]=3[CH:55]=2)=[CH:9][CH:10]=1. The catalyst class is: 5. (4) Reactant: Cl[CH2:2][CH2:3][C:4]([NH:6][C:7]1[CH:20]=[CH:19][C:18]2[C:17](=[O:21])[C:16]3[C:11](=[CH:12][C:13]([NH:22][C:23](=[O:27])[CH2:24][CH2:25]Cl)=[CH:14][CH:15]=3)[C:10](=[O:28])[C:9]=2[CH:8]=1)=[O:5].[CH3:29][NH:30][CH3:31].[N:32]1[CH:37]=CC=C[CH:33]=1. Product: [CH3:29][N:30]([CH3:31])[CH2:2][CH2:3][C:4]([NH:6][C:7]1[CH:20]=[CH:19][C:18]2[C:17](=[O:21])[C:16]3[C:11](=[CH:12][C:13]([NH:22][C:23](=[O:27])[CH2:24][CH2:25][N:32]([CH3:37])[CH3:33])=[CH:14][CH:15]=3)[C:10](=[O:28])[C:9]=2[CH:8]=1)=[O:5]. The catalyst class is: 9. (5) Reactant: [NH2:1][C:2]1[C:7]([N+:8]([O-])=O)=[CH:6][C:5]([C:11]2[CH:16]=[CH:15][C:14]([F:17])=[CH:13][CH:12]=2)=[CH:4][N:3]=1.C(OCC)(=O)C.O1CCCC1.C(N(CC)CC)C. Product: [NH2:1][C:2]1[C:7]([NH2:8])=[CH:6][C:5]([C:11]2[CH:12]=[CH:13][C:14]([F:17])=[CH:15][CH:16]=2)=[CH:4][N:3]=1. The catalyst class is: 129. (6) Reactant: C(OC([NH:8][C:9]1[N:14]=[C:13]([NH:15][CH:16]2[CH2:21][CH2:20][CH2:19][N:18](C(OC(C)(C)C)=O)[CH2:17]2)[CH:12]=[CH:11][C:10]=1[C:29](=[O:34])[C:30]([F:33])([F:32])[F:31])=O)(C)(C)C.[ClH:35]. Product: [ClH:35].[NH2:8][C:9]1[C:10]([C:29](=[O:34])[C:30]([F:32])([F:33])[F:31])=[CH:11][CH:12]=[C:13]([NH:15][CH:16]2[CH2:21][CH2:20][CH2:19][NH:18][CH2:17]2)[N:14]=1. The catalyst class is: 472. (7) Reactant: CS[C:3]1[N:8]=[C:7]([NH:9][C:10]2[C:18]3[C:13](=[N:14][CH:15]=[CH:16][CH:17]=3)[S:12][CH:11]=2)[C:6]([C:19]#[N:20])=[CH:5][N:4]=1.C1C=C(Cl)C=C(C(OO)=O)C=1.CCN(C(C)C)C(C)C.Cl.[NH2:42][C@H:43]([CH2:47][CH3:48])[C:44]([NH2:46])=[O:45]. Product: [C:19]([C:6]1[C:7]([NH:9][C:10]2[C:18]3[C:13](=[N:14][CH:15]=[CH:16][CH:17]=3)[S:12][CH:11]=2)=[N:8][C:3]([NH:42][C@H:43]([CH2:47][CH3:48])[C:44]([NH2:46])=[O:45])=[N:4][CH:5]=1)#[N:20]. The catalyst class is: 296.